This data is from Reaction yield outcomes from USPTO patents with 853,638 reactions. The task is: Predict the reaction yield, written as a fraction of the theoretical maximum amount of product (1.0 means a 100% yield; for example, 0.34 means a 34% yield). (1) The reactants are [CH3:1][C:2]1[N:37]=[C:5]2[N:6]([CH2:33][C:34](=O)[CH3:35])[C:7](=[O:32])[C:8]([CH2:13][C:14]3[CH:19]=[CH:18][C:17]([C:20]4[CH:25]=[CH:24][CH:23]=[CH:22][C:21]=4[C:26]4[NH:30][C:29](=[O:31])[O:28][N:27]=4)=[CH:16][CH:15]=3)=[C:9]([CH2:10][CH2:11][CH3:12])[N:4]2[N:3]=1.Cl.[NH2:39][O:40][CH:41]([CH3:43])[CH3:42].N1C=CC=CC=1.Cl. The product is [CH3:1][C:2]1[N:37]=[C:5]2[N:6]([CH2:33]/[C:34](=[N:39]\[O:40][CH:41]([CH3:43])[CH3:42])/[CH3:35])[C:7](=[O:32])[C:8]([CH2:13][C:14]3[CH:15]=[CH:16][C:17]([C:20]4[CH:25]=[CH:24][CH:23]=[CH:22][C:21]=4[C:26]4[NH:30][C:29](=[O:31])[O:28][N:27]=4)=[CH:18][CH:19]=3)=[C:9]([CH2:10][CH2:11][CH3:12])[N:4]2[N:3]=1. The catalyst is O.C(OCC)(=O)C. The yield is 0.110. (2) The reactants are [CH3:1][O:2][C:3]1[CH:4]=[C:5]([NH:11][CH2:12][C:13]2[CH:21]=[CH:20][C:16]([C:17]([OH:19])=O)=[CH:15][CH:14]=2)[CH:6]=[CH:7][C:8]=1[O:9][CH3:10].Cl.Cl.[NH2:24][C:25]1[C:29]([NH2:30])=[CH:28][S:27][CH:26]=1.F[P-](F)(F)(F)(F)F.N1(O[P+](N(C)C)(N(C)C)N(C)C)C2C=CC=CC=2N=N1.C(N(CC)CC)C. The catalyst is CC#N. The product is [NH2:30][C:29]1[C:25]([NH:24][C:17](=[O:19])[C:16]2[CH:15]=[CH:14][C:13]([CH2:12][NH:11][C:5]3[CH:6]=[CH:7][C:8]([O:9][CH3:10])=[C:3]([O:2][CH3:1])[CH:4]=3)=[CH:21][CH:20]=2)=[CH:26][S:27][CH:28]=1. The yield is 0.380. (3) The reactants are [CH2:1]([O:8][C:9]1[CH:10]=[CH:11][C:12]([C@@H:20]([O:47][Si:48]([C:51]([CH3:54])([CH3:53])[CH3:52])([CH3:50])[CH3:49])[CH2:21][N:22]([C:40]([O:42][C:43]([CH3:46])([CH3:45])[CH3:44])=[O:41])[CH2:23][CH2:24][C:25]2[CH:39]=[CH:38][C:28]([C:29]([O:31]C3C=CC=CC=3)=[O:30])=[CH:27][CH:26]=2)=[C:13]2[C:18]=1[NH:17][C:16](=[O:19])[CH:15]=[CH:14]2)[C:2]1[CH:7]=[CH:6][CH:5]=[CH:4][CH:3]=1.[OH-].[Na+]. The catalyst is C1COCC1. The product is [CH2:1]([O:8][C:9]1[CH:10]=[CH:11][C:12]([C@@H:20]([O:47][Si:48]([C:51]([CH3:54])([CH3:53])[CH3:52])([CH3:49])[CH3:50])[CH2:21][N:22]([C:40]([O:42][C:43]([CH3:46])([CH3:44])[CH3:45])=[O:41])[CH2:23][CH2:24][C:25]2[CH:26]=[CH:27][C:28]([C:29]([OH:31])=[O:30])=[CH:38][CH:39]=2)=[C:13]2[C:18]=1[NH:17][C:16](=[O:19])[CH:15]=[CH:14]2)[C:2]1[CH:3]=[CH:4][CH:5]=[CH:6][CH:7]=1. The yield is 1.00. (4) The reactants are Br[C:2]1[CH:7]=[CH:6][C:5]([CH:8]2[C:12]3[CH:13]=[C:14]([NH:19][C:20](=[O:26])[CH2:21][C:22]([CH3:25])([CH3:24])[CH3:23])[C:15]([CH3:18])=[C:16]([CH3:17])[C:11]=3[O:10][C:9]2([CH3:28])[CH3:27])=[CH:4][CH:3]=1.CN(C)[C:31](=[O:33])[CH3:32]. The catalyst is C(OCC)(=O)C.CCCCCC. The product is [C:31]([C:2]1[CH:3]=[CH:4][C:5]([CH:8]2[C:12]3[CH:13]=[C:14]([NH:19][C:20](=[O:26])[CH2:21][C:22]([CH3:24])([CH3:23])[CH3:25])[C:15]([CH3:18])=[C:16]([CH3:17])[C:11]=3[O:10][C:9]2([CH3:28])[CH3:27])=[CH:6][CH:7]=1)(=[O:33])[CH3:32]. The yield is 0.200.